From a dataset of Full USPTO retrosynthesis dataset with 1.9M reactions from patents (1976-2016). Predict the reactants needed to synthesize the given product. (1) Given the product [Br:1][C:2]1[C:3]([O:11][CH2:12][C:13]2[CH:18]=[CH:17][CH:16]=[C:15]([C:19]3[CH:28]=[CH:27][C:22]4[O:23][CH2:24][CH2:25][O:26][C:21]=4[CH:20]=3)[C:14]=2[CH3:29])=[CH:4][C:5]([O:10][CH2:31][C:32]2[CH:33]=[N:34][CH:35]=[C:36]([CH:39]=2)[C:37]#[N:38])=[C:6]([CH:7]=[O:8])[CH:9]=1, predict the reactants needed to synthesize it. The reactants are: [Br:1][C:2]1[C:3]([O:11][CH2:12][C:13]2[CH:18]=[CH:17][CH:16]=[C:15]([C:19]3[CH:28]=[CH:27][C:22]4[O:23][CH2:24][CH2:25][O:26][C:21]=4[CH:20]=3)[C:14]=2[CH3:29])=[CH:4][C:5]([OH:10])=[C:6]([CH:9]=1)[CH:7]=[O:8].Cl[CH2:31][C:32]1[CH:33]=[N:34][CH:35]=[C:36]([CH:39]=1)[C:37]#[N:38].C(=O)([O-])[O-].[Cs+].[Cs+].O. (2) The reactants are: Cl.[C:2]([NH:6][OH:7])([CH3:5])([CH3:4])[CH3:3].[CH:8]([C:10]1[CH:18]=[CH:17][C:13]([C:14]([OH:16])=O)=[CH:12][CH:11]=1)=O. Given the product [C:2]([N+:6]([O-:7])=[CH:8][C:10]1[CH:11]=[CH:12][C:13]([C:14](=[O:16])[NH:6][C:2]([CH3:5])([CH3:4])[CH3:3])=[CH:17][CH:18]=1)([CH3:5])([CH3:4])[CH3:3], predict the reactants needed to synthesize it. (3) Given the product [Cl:1][C:2]1[CH:10]=[C:9]([S:11]([Cl:14])(=[O:13])=[O:12])[CH:8]=[CH:7][C:3]=1[C:4]([NH:20][CH2:19][C:18]1[CH:21]=[CH:22][C:23]([C:24]([F:25])([F:26])[F:27])=[C:16]([Cl:15])[CH:17]=1)=[O:5], predict the reactants needed to synthesize it. The reactants are: [Cl:1][C:2]1[CH:10]=[C:9]([S:11]([Cl:14])(=[O:13])=[O:12])[CH:8]=[CH:7][C:3]=1[C:4](Cl)=[O:5].[Cl:15][C:16]1[CH:17]=[C:18]([CH:21]=[CH:22][C:23]=1[C:24]([F:27])([F:26])[F:25])[CH2:19][NH2:20].CCN(CC)CC. (4) Given the product [CH3:6][O:5][C:1](=[O:4])[CH2:2][O:3][C:28]1[N:27]=[C:26]2[S:36][C:23]([C:21](=[O:22])[NH:20][CH:17]3[CH2:18][CH2:19]3)=[C:24]([NH2:37])[C:25]2=[C:30]([CH3:31])[C:29]=1[Cl:32], predict the reactants needed to synthesize it. The reactants are: [C:1]([O:5][CH3:6])(=[O:4])[CH2:2][OH:3].C[Si]([N-][Si](C)(C)C)(C)C.[Li+].[CH:17]1([NH:20][C:21]([C:23]2[S:36][C:26]3=[N:27][C:28](S(C)=O)=[C:29]([Cl:32])[C:30]([CH3:31])=[C:25]3[C:24]=2[NH2:37])=[O:22])[CH2:19][CH2:18]1. (5) Given the product [CH3:5][O:6][C:7](=[O:19])[C:8]1[CH:9]=[C:10]([C:15]([F:18])([F:17])[F:16])[C:11]([OH:14])=[C:12]([N+:1]([O-:4])=[O:2])[CH:13]=1, predict the reactants needed to synthesize it. The reactants are: [N+:1]([O-:4])(O)=[O:2].[CH3:5][O:6][C:7](=[O:19])[C:8]1[CH:13]=[CH:12][C:11]([OH:14])=[C:10]([C:15]([F:18])([F:17])[F:16])[CH:9]=1. (6) Given the product [C:1]([O:4][CH2:5][CH2:6][C:7]1[S:8][CH:9]=[C:10]([CH2:12][CH2:13][O:14][S:23]([CH3:22])(=[O:25])=[O:24])[CH:11]=1)(=[O:3])[CH3:2], predict the reactants needed to synthesize it. The reactants are: [C:1]([O:4][CH2:5][CH2:6][C:7]1[S:8][CH:9]=[C:10]([CH2:12][CH2:13][OH:14])[CH:11]=1)(=[O:3])[CH3:2].C(N(CC)CC)C.[CH3:22][S:23](Cl)(=[O:25])=[O:24]. (7) Given the product [Br:1][C:2]1[CH:3]=[C:4]([CH:9]=[CH:10][C:11]=1[CH:12]1[CH2:13][CH2:14]1)[C:5]([OH:7])=[O:6], predict the reactants needed to synthesize it. The reactants are: [Br:1][C:2]1[CH:3]=[C:4]([CH:9]=[CH:10][C:11]=1[CH:12]1[CH2:14][CH2:13]1)[C:5]([O:7]C)=[O:6].[OH-].[Na+]. (8) Given the product [CH2:1]([O:8][C:9]1[C:17]2[CH:16]([CH2:18][C:19]([OH:21])=[O:20])[O:15][B:14]([OH:24])[C:13]=2[CH:12]=[C:11]([OH:25])[CH:10]=1)[C:2]1[CH:7]=[CH:6][CH:5]=[CH:4][CH:3]=1, predict the reactants needed to synthesize it. The reactants are: [CH2:1]([O:8][C:9]1[C:17]2[CH:16]([CH2:18][C:19]([O:21]CC)=[O:20])[O:15][B:14]([OH:24])[C:13]=2[CH:12]=[C:11]([OH:25])[CH:10]=1)[C:2]1[CH:7]=[CH:6][CH:5]=[CH:4][CH:3]=1.[OH-].[Li+].Cl. (9) Given the product [CH3:13][C:12]([CH3:15])([CH3:14])[C@H:16]([OH:17])[CH2:20][N:1]1[CH:5]=[CH:4][C:3]([C:6]2[CH:7]=[N:8][CH:9]=[CH:10][CH:11]=2)=[N:2]1, predict the reactants needed to synthesize it. The reactants are: [NH:1]1[CH:5]=[CH:4][C:3]([C:6]2[CH:7]=[N:8][CH:9]=[CH:10][CH:11]=2)=[N:2]1.[C:12]([C@H:16]1[CH2:20]OS(=O)(=O)[O:17]1)([CH3:15])([CH3:14])[CH3:13].C(Cl)(=O)C.C(=O)(O)[O-].[Na+].O.